Task: Predict the product of the given reaction.. Dataset: Forward reaction prediction with 1.9M reactions from USPTO patents (1976-2016) (1) Given the reactants [CH3:1][O:2][C:3]([CH:5]1[CH2:10][CH2:9][CH:8]([C:11]2[CH:16]=[CH:15][C:14]([CH:17]=[CH:18][CH:19]3[CH2:24][CH2:23][CH:22]([CH2:25][CH2:26][CH2:27][CH2:28][CH3:29])[CH2:21][CH2:20]3)=[CH:13][CH:12]=2)[CH2:7][CH2:6]1)=[O:4], predict the reaction product. The product is: [CH3:1][O:2][C:3]([CH:5]1[CH2:6][CH2:7][CH:8]([C:11]2[CH:12]=[CH:13][C:14]([CH2:17][CH2:18][CH:19]3[CH2:20][CH2:21][CH:22]([CH2:25][CH2:26][CH2:27][CH2:28][CH3:29])[CH2:23][CH2:24]3)=[CH:15][CH:16]=2)[CH2:9][CH2:10]1)=[O:4]. (2) Given the reactants [CH2:1]([C:3]1[C:8](=[O:9])[NH:7][C:6]([CH3:10])=[C:5]([C:11]2[S:15][C:14]([S:16]([Cl:19])(=[O:18])=[O:17])=[CH:13][CH:12]=2)[CH:4]=1)[CH3:2].[N:20]1([CH:26]([C:29]2[CH:30]=[N:31][CH:32]=[CH:33][CH:34]=2)[CH2:27][NH2:28])[CH2:25][CH2:24][O:23][CH2:22][CH2:21]1, predict the reaction product. The product is: [ClH:19].[ClH:19].[N:20]1([CH:26]([C:29]2[CH:30]=[N:31][CH:32]=[CH:33][CH:34]=2)[CH2:27][NH:28][S:16]([C:14]2[S:15][C:11]([C:5]3[CH:4]=[C:3]([CH2:1][CH3:2])[C:8](=[O:9])[NH:7][C:6]=3[CH3:10])=[CH:12][CH:13]=2)(=[O:18])=[O:17])[CH2:25][CH2:24][O:23][CH2:22][CH2:21]1.